This data is from Forward reaction prediction with 1.9M reactions from USPTO patents (1976-2016). The task is: Predict the product of the given reaction. The product is: [F:53][C:36]1[C:35]([CH2:34][CH2:33][OH:32])=[CH:52][CH:51]=[CH:50][C:37]=1[CH2:38][N:39]1[CH2:40][CH2:41][C:42]2([O:47][CH2:46][CH2:45][N:44]([C:63]([C:61]3[CH:60]=[CH:59][CH:58]=[C:57]([CH:54]([CH3:56])[CH3:55])[N:62]=3)=[O:64])[CH2:43]2)[CH2:48][CH2:49]1. Given the reactants F[P-](F)(F)(F)(F)F.N1(OC(N(C)C)=[N+](C)C)C2N=CC=CC=2N=N1.[Si]([O:32][CH2:33][CH2:34][C:35]1[C:36]([F:53])=[C:37]([CH:50]=[CH:51][CH:52]=1)[CH2:38][N:39]1[CH2:49][CH2:48][C:42]2([O:47][CH2:46][CH2:45][NH:44][CH2:43]2)[CH2:41][CH2:40]1)(C(C)(C)C)(C)C.[CH:54]([C:57]1[N:62]=[C:61]([C:63](O)=[O:64])[CH:60]=[CH:59][CH:58]=1)([CH3:56])[CH3:55].C(N(CC)CC)C, predict the reaction product.